Dataset: Forward reaction prediction with 1.9M reactions from USPTO patents (1976-2016). Task: Predict the product of the given reaction. (1) Given the reactants [O:1]1[C:5]2[CH:6]=[CH:7][C:8]([CH2:10][NH:11][CH2:12][C:13]3[C:18]([CH2:19][CH2:20][CH2:21][CH3:22])=[C:17]([C:23]4[CH:28]=[CH:27][CH:26]=[CH:25][CH:24]=4)[N:16]=[N:15][C:14]=3[Cl:29])=[CH:9][C:4]=2[O:3][CH2:2]1.[BH-](OC(C)=O)(OC(C)=O)OC(C)=O.[Na+].[CH3:44][CH2:45][CH2:46][CH2:47][CH2:48]C.[CH3:50][CH2:51][O:52][C:53](C)=[O:54], predict the reaction product. The product is: [O:1]1[C:5]2[CH:6]=[CH:7][C:8]([CH2:10][N:11]([CH2:48][C:47]3[CH:46]=[CH:45][C:44]4[O:54][CH2:53][O:52][C:51]=4[CH:50]=3)[CH2:12][C:13]3[C:18]([CH2:19][CH2:20][CH2:21][CH3:22])=[C:17]([C:23]4[CH:24]=[CH:25][CH:26]=[CH:27][CH:28]=4)[N:16]=[N:15][C:14]=3[Cl:29])=[CH:9][C:4]=2[O:3][CH2:2]1. (2) Given the reactants [CH3:1][O:2][C:3]1[C:12]2[C:11](=[O:13])[N:10]([CH2:14][C:15]([OH:17])=O)[N:9]=[N:8][C:7]=2[CH:6]=[CH:5][CH:4]=1.C1C=CC2N(O)N=NC=2C=1.C(Cl)CCl.[C:32]1([CH3:41])[CH:37]=[CH:36][C:35]([C@@H:38]([NH2:40])[CH3:39])=[CH:34][CH:33]=1.CCN(C(C)C)C(C)C, predict the reaction product. The product is: [CH3:1][O:2][C:3]1[C:12]2[C:11](=[O:13])[N:10]([CH2:14][C:15]([NH:40][C@H:38]([C:35]3[CH:36]=[CH:37][C:32]([CH3:41])=[CH:33][CH:34]=3)[CH3:39])=[O:17])[N:9]=[N:8][C:7]=2[CH:6]=[CH:5][CH:4]=1. (3) The product is: [CH3:10][O:9][C:6]1[CH:7]=[CH:8][C:3]2[NH:2][C:19](=[O:20])[CH2:18][O:11][C:4]=2[CH:5]=1. Given the reactants Cl.[NH2:2][C:3]1[CH:8]=[CH:7][C:6]([O:9][CH3:10])=[CH:5][C:4]=1[OH:11].C(=O)(O)[O-].[Na+].Br[CH2:18][C:19](Br)=[O:20].FC(F)(F)C(O)=O.C(=O)([O-])[O-].[K+].[K+], predict the reaction product. (4) Given the reactants Cl[C:2]1[CH:3]=[CH:4][C:5]2[N:6]([C:8]([C:11]([F:14])([F:13])[F:12])=[N:9][N:10]=2)[N:7]=1.[C:15]1([CH:21]2[CH2:26][CH2:25][CH2:24][NH:23][CH2:22]2)[CH:20]=[CH:19][CH:18]=[CH:17][CH:16]=1.CCN(C(C)C)C(C)C, predict the reaction product. The product is: [C:15]1([CH:21]2[CH2:26][CH2:25][CH2:24][N:23]([C:2]3[CH:3]=[CH:4][C:5]4[N:6]([C:8]([C:11]([F:14])([F:13])[F:12])=[N:9][N:10]=4)[N:7]=3)[CH2:22]2)[CH:20]=[CH:19][CH:18]=[CH:17][CH:16]=1. (5) Given the reactants [CH:1]1([N:6]2[C:11]3[N:12]=[C:13]([S:16][CH3:17])[N:14]=[CH:15][C:10]=3[CH:9]=[C:8]([C:18]3[CH:23]=[C:22]([C:24]4[O:25][C:26]([CH2:29][CH:30]([CH3:32])[CH3:31])=[N:27][N:28]=4)[CH:21]=[CH:20][C:19]=3[CH3:33])[C:7]2=[O:34])[CH2:5][CH2:4][CH2:3][CH2:2]1.ClC1C=C(C=CC=1)C(OO)=[O:40], predict the reaction product. The product is: [CH:1]1([N:6]2[C:11]3[N:12]=[C:13]([S:16]([CH3:17])=[O:40])[N:14]=[CH:15][C:10]=3[CH:9]=[C:8]([C:18]3[CH:23]=[C:22]([C:24]4[O:25][C:26]([CH2:29][CH:30]([CH3:32])[CH3:31])=[N:27][N:28]=4)[CH:21]=[CH:20][C:19]=3[CH3:33])[C:7]2=[O:34])[CH2:2][CH2:3][CH2:4][CH2:5]1. (6) Given the reactants Cl.[CH3:2][O:3][C:4](=[O:10])[C@@H:5]1[CH2:9][CH2:8][CH2:7][NH:6]1.N1C=CC=CC=1.[N+:17]([C:20]1[CH:25]=[CH:24][C:23]([S:26](Cl)(=[O:28])=[O:27])=[CH:22][CH:21]=1)([O-:19])=[O:18], predict the reaction product. The product is: [N+:17]([C:20]1[CH:21]=[CH:22][C:23]([S:26]([N:6]2[CH2:7][CH2:8][CH2:9][C@H:5]2[C:4]([O:3][CH3:2])=[O:10])(=[O:28])=[O:27])=[CH:24][CH:25]=1)([O-:19])=[O:18].